Dataset: Forward reaction prediction with 1.9M reactions from USPTO patents (1976-2016). Task: Predict the product of the given reaction. (1) Given the reactants [Cl:1][C:2]1[CH:7]=[CH:6][C:5]([CH:8]([CH3:18])[CH2:9][C:10]([OH:17])([C:13]([F:16])([F:15])[F:14])[CH:11]=O)=[C:4]([O:19][CH3:20])[C:3]=1[F:21].[NH2:22][C:23]1[CH:32]=[CH:31][C:30]([F:33])=[C:29]2[C:24]=1[CH:25]=[N:26][C:27]([CH3:34])=[N:28]2, predict the reaction product. The product is: [Cl:1][C:2]1[CH:7]=[CH:6][C:5]([CH:8]([CH3:18])[CH2:9][C:10]([C:13]([F:14])([F:15])[F:16])([OH:17])[CH:11]=[N:22][C:23]2[CH:32]=[CH:31][C:30]([F:33])=[C:29]3[C:24]=2[CH:25]=[N:26][C:27]([CH3:34])=[N:28]3)=[C:4]([O:19][CH3:20])[C:3]=1[F:21]. (2) The product is: [CH2:1]([N:3]1[C:11]2[CH:10]=[C:9]([NH:12][C:20](=[O:21])[C:19]3[CH:23]=[CH:24][C:16]([C:14]([CH3:15])=[CH2:13])=[CH:17][CH:18]=3)[N:8]=[CH:7][C:6]=2[CH:5]=[CH:4]1)[CH3:2]. Given the reactants [CH2:1]([N:3]1[C:11]2[CH:10]=[C:9]([NH2:12])[N:8]=[CH:7][C:6]=2[CH:5]=[CH:4]1)[CH3:2].[CH2:13]=[C:14]([C:16]1[CH:24]=[CH:23][C:19]([C:20](Cl)=[O:21])=[CH:18][CH:17]=1)[CH3:15].[H-].[Na+], predict the reaction product. (3) The product is: [ClH:1].[NH2:2][C:3]1[N:8]=[CH:7][C:6](/[CH:9]=[CH:10]/[C:11]([N:24]([CH2:46][C:45]2[CH:49]=[CH:50][CH:51]=[C:43]([O:42][CH3:41])[C:44]=2[O:52][CH2:53][CH2:54][CH3:55])[CH3:23])=[O:13])=[CH:5][C:4]=1[CH2:14][N:15]1[CH2:20][CH2:19][N:18]([CH3:21])[CH2:17][CH2:16]1. Given the reactants [ClH:1].[NH2:2][C:3]1[N:8]=[CH:7][C:6](/[CH:9]=[CH:10]/[C:11]([OH:13])=O)=[CH:5][C:4]=1[CH2:14][N:15]1[CH2:20][CH2:19][N:18]([CH3:21])[CH2:17][CH2:16]1.Cl.[CH3:23][N:24]1CC2C=C(/C=C/C(O)=O)C=NC=2NC(=O)C1.[CH3:41][O:42][C:43]1[C:44]([O:52][CH2:53][CH2:54][CH3:55])=[C:45]([CH:49]=[CH:50][CH:51]=1)[CH2:46]CN.CNCC1C=CC2C(=CC=CC=2)C=1CCC, predict the reaction product. (4) Given the reactants Br[C:2]1[CH:7]=[CH:6][C:5]([C@@H:8]([NH:10][C:11](=[O:13])[CH3:12])[CH3:9])=[CH:4][CH:3]=1.[C:14]([Si:18]([CH3:25])([CH3:24])[O:19][CH:20]1[CH2:23][NH:22][CH2:21]1)([CH3:17])([CH3:16])[CH3:15].CC([O-])(C)C.[Na+].C(P(C(C)(C)C)C1C=CC=CC=1C1C=CC=CC=1)(C)(C)C, predict the reaction product. The product is: [C:14]([Si:18]([CH3:25])([CH3:24])[O:19][CH:20]1[CH2:23][N:22]([C:2]2[CH:7]=[CH:6][C:5]([C@@H:8]([NH:10][C:11](=[O:13])[CH3:12])[CH3:9])=[CH:4][CH:3]=2)[CH2:21]1)([CH3:17])([CH3:16])[CH3:15]. (5) Given the reactants [O:1]1[C:5]2[CH:6]=[CH:7][C:8]([C:10]3[S:14][C:13]([S:15]([NH:18][C:19]4[CH:27]=[CH:26][C:22]([C:23]([OH:25])=[O:24])=[C:21]([OH:28])[CH:20]=4)(=[O:17])=[O:16])=[CH:12][CH:11]=3)=[CH:9][C:4]=2[CH2:3][CH2:2]1.[C:29](N1C=CN=C1)(N1C=CN=C1)=O.CO.N1C=CC=CC=1, predict the reaction product. The product is: [O:1]1[C:5]2[CH:6]=[CH:7][C:8]([C:10]3[S:14][C:13]([S:15]([NH:18][C:19]4[CH:27]=[CH:26][C:22]([C:23]([O:25][CH3:29])=[O:24])=[C:21]([OH:28])[CH:20]=4)(=[O:16])=[O:17])=[CH:12][CH:11]=3)=[CH:9][C:4]=2[CH2:3][CH2:2]1. (6) Given the reactants Cl[C:2]1[C:11]2[C:6](=[CH:7][CH:8]=[C:9]([C:12]3[CH:17]=[CH:16][C:15]([F:18])=[CH:14][CH:13]=3)[CH:10]=2)[N:5]=[CH:4][N:3]=1.[CH:19]1([NH2:24])[CH2:23][CH2:22][CH2:21][CH2:20]1, predict the reaction product. The product is: [CH:19]1([NH:24][C:2]2[C:11]3[C:6](=[CH:7][CH:8]=[C:9]([C:12]4[CH:17]=[CH:16][C:15]([F:18])=[CH:14][CH:13]=4)[CH:10]=3)[N:5]=[CH:4][N:3]=2)[CH2:23][CH2:22][CH2:21][CH2:20]1. (7) Given the reactants [Cl:1][C:2]1[CH:22]=[CH:21][C:5](/[N:6]=[CH:7]/[C:8]2[CH:13]=[CH:12][C:11]([S:14]([CH3:17])(=[O:16])=[O:15])=[CH:10][C:9]=2[N+:18]([O-])=O)=[CH:4][CH:3]=1, predict the reaction product. The product is: [Cl:1][C:2]1[CH:22]=[CH:21][C:5]([N:6]2[CH:7]=[C:8]3[C:9]([CH:10]=[C:11]([S:14]([CH3:17])(=[O:16])=[O:15])[CH:12]=[CH:13]3)=[N:18]2)=[CH:4][CH:3]=1. (8) Given the reactants [F:1][C:2]([F:19])([F:18])[C:3](=O)[CH2:4][C:5]([C:7]1[CH:12]=[CH:11][C:10]([N+:13]([O-:15])=[O:14])=[C:9]([CH3:16])[CH:8]=1)=O.[F:20][C:21]([F:26])([F:25])[CH2:22][NH:23][NH2:24].C1(C)C=CC(S(O)(=O)=O)=CC=1, predict the reaction product. The product is: [CH3:16][C:9]1[CH:8]=[C:7]([C:5]2[N:23]([CH2:22][C:21]([F:26])([F:25])[F:20])[N:24]=[C:3]([C:2]([F:19])([F:18])[F:1])[CH:4]=2)[CH:12]=[CH:11][C:10]=1[N+:13]([O-:15])=[O:14].